This data is from Forward reaction prediction with 1.9M reactions from USPTO patents (1976-2016). The task is: Predict the product of the given reaction. (1) Given the reactants [ClH:1].[C:2]([C:5]1[CH:10]([C:11]2[CH:16]=[C:15]([F:17])[C:14]([F:18])=[C:13]([F:19])[CH:12]=2)[N:9]([C:20]([NH:22][CH2:23][CH2:24][CH2:25][N:26]2[CH2:31][CH2:30][CH:29]([C:32]3[CH:37]=[CH:36][CH:35]=[C:34]([NH:38][C:39](=[O:43])[CH:40]([CH3:42])[CH3:41])[CH:33]=3)[CH2:28][CH2:27]2)=[O:21])[C:8]([O:44]C)=[N:7][C:6]=1[CH3:46])(=[O:4])[CH3:3], predict the reaction product. The product is: [ClH:1].[C:2]([C:5]1[CH:10]([C:11]2[CH:16]=[C:15]([F:17])[C:14]([F:18])=[C:13]([F:19])[CH:12]=2)[N:9]([C:20]([NH:22][CH2:23][CH2:24][CH2:25][N:26]2[CH2:31][CH2:30][CH:29]([C:32]3[CH:37]=[CH:36][CH:35]=[C:34]([NH:38][C:39](=[O:43])[CH:40]([CH3:41])[CH3:42])[CH:33]=3)[CH2:28][CH2:27]2)=[O:21])[C:8](=[O:44])[NH:7][C:6]=1[CH3:46])(=[O:4])[CH3:3]. (2) Given the reactants C([CH:4]([CH2:26][CH2:27][CH3:28])[C:5]([C:7]1[CH:8]=[C:9]([C:24]#[N:25])[C:10]([N:15]2[CH2:20][CH2:19][CH:18]([C:21]([OH:23])=[O:22])[CH2:17][CH2:16]2)=[N:11][C:12]=1[S:13][CH3:14])=[O:6])(O)=O, predict the reaction product. The product is: [C:24]([C:9]1[C:10]([N:15]2[CH2:20][CH2:19][CH:18]([C:21]([OH:23])=[O:22])[CH2:17][CH2:16]2)=[N:11][C:12]([S:13][CH3:14])=[C:7]([C:5](=[O:6])[CH2:4][CH2:26][CH2:27][CH3:28])[CH:8]=1)#[N:25]. (3) Given the reactants [CH3:1][C:2]1[CH:3]=[C:4]([CH3:12])[C:5]2[O:9][C:8](S)=[N:7][C:6]=2[CH:11]=1.[NH:13]1[CH2:18][CH2:17][NH:16][CH2:15][CH2:14]1, predict the reaction product. The product is: [CH3:1][C:2]1[CH:3]=[C:4]([CH3:12])[C:5]2[O:9][C:8]([N:13]3[CH2:18][CH2:17][NH:16][CH2:15][CH2:14]3)=[N:7][C:6]=2[CH:11]=1. (4) Given the reactants [NH2:1][C:2]1[CH:7]=[C:6]([C:8]2[C:9]([C:22]3[CH:27]=[CH:26][C:25]([F:28])=[CH:24][CH:23]=3)=[N:10][N:11]([C:13]3[CH:14]=[CH:15][C:16]4[N:17]([CH:19]=[N:20][N:21]=4)[N:18]=3)[CH:12]=2)[CH:5]=[CH:4][N:3]=1.[CH:29]1([C:32](Cl)=[O:33])[CH2:31][CH2:30]1, predict the reaction product. The product is: [CH:29]1([C:32]([NH:1][C:2]2[CH:7]=[C:6]([C:8]3[C:9]([C:22]4[CH:27]=[CH:26][C:25]([F:28])=[CH:24][CH:23]=4)=[N:10][N:11]([C:13]4[CH:14]=[CH:15][C:16]5[N:17]([CH:19]=[N:20][N:21]=5)[N:18]=4)[CH:12]=3)[CH:5]=[CH:4][N:3]=2)=[O:33])[CH2:31][CH2:30]1. (5) Given the reactants Cl[C:2]1[N:7]=[C:6]([C:8]2[CH:13]=[CH:12][C:11]([OH:14])=[C:10]([O:15][CH3:16])[CH:9]=2)[CH:5]=[N:4][CH:3]=1.[CH3:17][O:18][C:19]([C:21]1[CH:22]=[C:23](B(O)O)[CH:24]=[CH:25][CH:26]=1)=[O:20].C1(P(C2C=CC=CC=2)C2C=CC=CC=2)C=CC=CC=1.C(=O)([O-])[O-].[Na+].[Na+], predict the reaction product. The product is: [CH3:17][O:18][C:19](=[O:20])[C:21]1[CH:22]=[CH:23][CH:24]=[C:25]([C:2]2[CH:3]=[N:4][CH:5]=[C:6]([C:8]3[CH:13]=[CH:12][C:11]([OH:14])=[C:10]([O:15][CH3:16])[CH:9]=3)[N:7]=2)[CH:26]=1. (6) The product is: [C:10]([O:13][CH:14]1[CH:19]([O:20][C:21](=[O:23])[CH3:22])[CH:18]([O:24][C:25](=[O:27])[CH3:26])[CH:17]([CH2:28][O:29][C:30](=[O:32])[CH3:31])[O:16][CH:15]1[O:1][C:2]1[CH:6]=[CH:5][S:4][C:3]=1[C:7](=[O:9])[CH3:8])(=[O:12])[CH3:11]. Given the reactants [OH:1][C:2]1[CH:6]=[CH:5][S:4][C:3]=1[C:7](=[O:9])[CH3:8].[C:10]([O:13][CH:14]1[CH:19]([O:20][C:21](=[O:23])[CH3:22])[CH:18]([O:24][C:25](=[O:27])[CH3:26])[CH:17]([CH2:28][O:29][C:30](=[O:32])[CH3:31])[O:16][CH:15]1Br)(=[O:12])[CH3:11].C(=O)([O-])[O-].[K+].[K+].O, predict the reaction product.